From a dataset of Peptide-MHC class I binding affinity with 185,985 pairs from IEDB/IMGT. Regression. Given a peptide amino acid sequence and an MHC pseudo amino acid sequence, predict their binding affinity value. This is MHC class I binding data. The peptide sequence is GFNYPEYNR. The MHC is HLA-A11:01 with pseudo-sequence HLA-A11:01. The binding affinity (normalized) is 0.170.